Dataset: Forward reaction prediction with 1.9M reactions from USPTO patents (1976-2016). Task: Predict the product of the given reaction. Given the reactants [C:1]([O:5][C:6](=[O:21])[NH:7][C@H:8]1[CH2:12][CH2:11][N:10]([C:13]2[CH:18]=[CH:17][C:16]([OH:19])=[CH:15][CH:14]=2)[C:9]1=[O:20])([CH3:4])([CH3:3])[CH3:2].[F:22][C:23]1[CH:24]=[C:25]([CH:28]=[CH:29][C:30]=1[F:31])[CH2:26]Br.C(=O)([O-])[O-].[K+].[K+], predict the reaction product. The product is: [C:1]([O:5][C:6](=[O:21])[NH:7][C@H:8]1[CH2:12][CH2:11][N:10]([C:13]2[CH:14]=[CH:15][C:16]([O:19][CH2:26][C:25]3[CH:28]=[CH:29][C:30]([F:31])=[C:23]([F:22])[CH:24]=3)=[CH:17][CH:18]=2)[C:9]1=[O:20])([CH3:4])([CH3:2])[CH3:3].